This data is from Catalyst prediction with 721,799 reactions and 888 catalyst types from USPTO. The task is: Predict which catalyst facilitates the given reaction. (1) Reactant: I[C:2]1[CH:3]=[C:4]([CH:8]=[CH:9][CH:10]=1)[C:5]([OH:7])=[O:6].[C:11]([O:15][CH2:16][CH3:17])(=[O:14])[CH:12]=[CH2:13].C(N(CC)CC)C.Cl. Product: [CH2:16]([O:15][C:11](=[O:14])/[CH:12]=[CH:13]/[C:2]1[CH:3]=[C:4]([CH:8]=[CH:9][CH:10]=1)[C:5]([OH:7])=[O:6])[CH3:17]. The catalyst class is: 274. (2) Reactant: [NH2:1][CH2:2][CH2:3][CH2:4][NH:5][CH2:6][CH2:7][CH2:8][CH2:9][NH:10][CH2:11][CH2:12][CH2:13][NH:14][CH:15]([CH2:22][CH2:23][CH2:24][CH2:25][CH2:26][CH2:27][CH2:28][CH2:29][CH2:30][CH2:31][CH3:32])[CH2:16][C:17](OCC)=[O:18].[O-]CC.[Sb+3].[O-]CC.[O-]CC. Product: [CH2:22]([CH:15]1[NH:14][CH2:13][CH2:12][CH2:11][NH:10][CH2:9][CH2:8][CH2:7][CH2:6][NH:5][CH2:4][CH2:3][CH2:2][NH:1][C:17](=[O:18])[CH2:16]1)[CH2:23][CH2:24][CH2:25][CH2:26][CH2:27][CH2:28][CH2:29][CH2:30][CH2:31][CH3:32]. The catalyst class is: 48. (3) Reactant: [F:1][C:2]([F:10])([F:9])[C:3]([CH3:8])([CH3:7])[C:4](O)=[O:5].C(C1NC=CN=1)(C1[NH:14]C=CN=1)=O.N.C(OCC)C. Product: [F:1][C:2]([F:10])([F:9])[C:3]([CH3:8])([CH3:7])[C:4]([NH2:14])=[O:5]. The catalyst class is: 2. (4) Reactant: [CH3:1][O:2][C:3]1[CH:12]=[C:11]2[C:6]([CH2:7][CH2:8][CH2:9][C:10]2=[O:13])=[CH:5][CH:4]=1.[N-:14]=[N+]=[N-].[Na+].C(=O)([O-])[O-].[K+].[K+]. Product: [CH3:1][O:2][C:3]1[CH:4]=[CH:5][C:6]2[CH2:7][CH2:8][CH2:9][NH:14][C:10](=[O:13])[C:11]=2[CH:12]=1. The catalyst class is: 33. (5) Reactant: Br[C:2]1[CH:3]=[C:4]([N:8]2[C:16]3[CH:15]=[CH:14][C:13]([CH3:17])=[CH:12][C:11]=3[C:10]3[CH2:18][N:19]([CH3:22])[CH2:20][CH2:21][C:9]2=3)[CH:5]=[CH:6][CH:7]=1.[S:23]1[C:27](B(O)O)=[CH:26][C:25]2[CH:31]=[CH:32][CH:33]=[CH:34][C:24]1=2.C([O-])([O-])=O.[K+].[K+].O. Product: [S:23]1[C:27]([C:2]2[CH:3]=[C:4]([N:8]3[C:16]4[CH:15]=[CH:14][C:13]([CH3:17])=[CH:12][C:11]=4[C:10]4[CH2:18][N:19]([CH3:22])[CH2:20][CH2:21][C:9]3=4)[CH:5]=[CH:6][CH:7]=2)=[CH:26][C:25]2[CH:31]=[CH:32][CH:33]=[CH:34][C:24]1=2. The catalyst class is: 104. (6) Reactant: [CH3:1][O:2][C:3]1[CH:4]=[C:5]([CH:9]=[CH:10][C:11]=1[C:12]1[N:13]=[N:14][C:15]([N:18]([CH3:29])[CH:19]2[CH2:24][C:23]([CH3:26])([CH3:25])[NH:22][C:21]([CH3:28])([CH3:27])[CH2:20]2)=[CH:16][CH:17]=1)[C:6](O)=[O:7].[CH2:30]([NH2:33])[CH:31]=[CH2:32].CN(C(ON1N=NC2C=CC=NC1=2)=[N+](C)C)C.F[P-](F)(F)(F)(F)F. Product: [CH2:30]([NH:33][C:6](=[O:7])[C:5]1[CH:9]=[CH:10][C:11]([C:12]2[N:13]=[N:14][C:15]([N:18]([CH3:29])[CH:19]3[CH2:20][C:21]([CH3:27])([CH3:28])[NH:22][C:23]([CH3:26])([CH3:25])[CH2:24]3)=[CH:16][CH:17]=2)=[C:3]([O:2][CH3:1])[CH:4]=1)[CH:31]=[CH2:32]. The catalyst class is: 85. (7) Reactant: [F:1][C:2]1[CH:7]=[CH:6][C:5]([C:8]([C:15]2[CH:16]=[N:17][C:18]([N:21]3[CH2:26][CH2:25][N:24]([C:27]([O-:29])=[O:28])[CH2:23][CH2:22]3)=[N:19][CH:20]=2)([CH2:13][OH:14])[C:9]([O:11]C)=O)=[CH:4][CH:3]=1.[Li+].[BH4-]. Product: [F:1][C:2]1[CH:3]=[CH:4][C:5]([C:8]([C:15]2[CH:16]=[N:17][C:18]([N:21]3[CH2:26][CH2:25][N:24]([C:27]([O:29][C:5]([CH3:8])([CH3:6])[CH3:4])=[O:28])[CH2:23][CH2:22]3)=[N:19][CH:20]=2)([CH2:13][OH:14])[CH2:9][OH:11])=[CH:6][CH:7]=1. The catalyst class is: 1. (8) Reactant: FC(F)(F)C(OC(=O)C(F)(F)F)=[O:4].OO.[F:16][C:17]1[C:22]([O:23][CH3:24])=[C:21]([F:25])[CH:20]=[CH:19][C:18]=1[NH2:26].[Cl-].[Na+].[OH2:29]. Product: [F:25][C:21]1[CH:20]=[CH:19][C:18]([N+:26]([O-:4])=[O:29])=[C:17]([F:16])[C:22]=1[O:23][CH3:24]. The catalyst class is: 2. (9) Reactant: [NH2:1][C:2]1[CH:7]=[CH:6][C:5]([N:8]2[CH2:13][CH2:12][O:11][CH2:10][C:9]2=[O:14])=[C:4]([F:15])[CH:3]=1.[C:16]([CH:19]=[C:20]=[O:21])(=[O:18])[CH3:17]. Product: [F:15][C:4]1[CH:3]=[C:2]([NH:1][C:20](=[O:21])[CH2:19][C:16](=[O:18])[CH3:17])[CH:7]=[CH:6][C:5]=1[N:8]1[CH2:13][CH2:12][O:11][CH2:10][C:9]1=[O:14]. The catalyst class is: 25. (10) Reactant: [CH3:1][C:2]1[C:3]([CH2:10]O)=[N:4][CH:5]=[C:6]([CH3:9])[C:7]=1[CH3:8].C1(P(C2C=CC=CC=2)C2C=CC=CC=2)C=CC=CC=1.C(Br)(Br)(Br)[Br:32]. Product: [Br:32][CH2:10][C:3]1[C:2]([CH3:1])=[C:7]([CH3:8])[C:6]([CH3:9])=[CH:5][N:4]=1. The catalyst class is: 4.